Dataset: Reaction yield outcomes from USPTO patents with 853,638 reactions. Task: Predict the reaction yield, written as a fraction of the theoretical maximum amount of product (1.0 means a 100% yield; for example, 0.34 means a 34% yield). (1) The reactants are [NH2:1][S:2]([C:5]1[CH:13]=[CH:12][C:8]([C:9](O)=[O:10])=[C:7]([F:14])[CH:6]=1)(=[O:4])=[O:3].S(C)C.CO. The catalyst is C1COCC1. The product is [F:14][C:7]1[CH:6]=[C:5]([S:2]([NH2:1])(=[O:3])=[O:4])[CH:13]=[CH:12][C:8]=1[CH2:9][OH:10]. The yield is 1.00. (2) The reactants are Cl[C:2]1[CH:7]=[CH:6][N:5]2[C:8]([C:11]([NH:13][C:14]3[CH:22]=[CH:21][CH:20]=[C:19]4[C:15]=3[C:16]([CH3:33])=[N:17][N:18]4[CH2:23][C:24]3[CH:29]=[CH:28][CH:27]=[C:26]([CH:30]([CH3:32])[CH3:31])[N:25]=3)=[O:12])=[CH:9][N:10]=[C:4]2[CH:3]=1.[CH3:34][C@@H:35]1[N:40]([CH3:41])[CH2:39][CH2:38][N:37]([CH2:42][CH2:43][OH:44])[CH2:36]1.[CH3:45][C@H:46]1N(C)[C@@H](C)CN(CCO)C1. No catalyst specified. The product is [CH:30]1([C:26]2[N:25]=[C:24]([CH2:23][N:18]3[C:19]4[C:15](=[C:14]([NH:13][C:11]([C:8]5[N:5]6[CH:6]=[CH:7][C:2]([O:44][CH2:43][CH2:42][N:37]7[CH2:38][CH2:39][N:40]([CH3:41])[C@@H:35]([CH3:34])[CH2:36]7)=[CH:3][C:4]6=[N:10][CH:9]=5)=[O:12])[CH:22]=[CH:21][CH:20]=4)[C:16]([CH3:33])=[N:17]3)[CH:29]=[CH:28][CH:27]=2)[CH2:32][CH2:46][CH2:45][CH2:31]1. The yield is 0.170. (3) The reactants are [H-].[Al+3].[Li+].[H-].[H-].[H-].[Cl-].[Al+3].[Cl-].[Cl-].[CH3:11][O:12][C:13]1[C:21]2[O:20][C:19]([CH3:23])([CH3:22])[C:18](=O)[C:17]=2[C:16]([CH3:25])=[C:15]([N:26]2[CH2:31][CH2:30][N:29]([C:32]3[CH:37]=[CH:36][C:35]([O:38][CH3:39])=[CH:34][CH:33]=3)[CH2:28][CH2:27]2)[C:14]=1[CH3:40].[OH-].[Na+]. The catalyst is O.C1COCC1.C(OCC)(=O)C.CCCCCC. The product is [CH3:39][O:38][C:35]1[CH:34]=[CH:33][C:32]([N:29]2[CH2:28][CH2:27][N:26]([C:15]3[C:14]([CH3:40])=[C:13]([O:12][CH3:11])[C:21]4[O:20][C:19]([CH3:23])([CH3:22])[CH2:18][C:17]=4[C:16]=3[CH3:25])[CH2:31][CH2:30]2)=[CH:37][CH:36]=1. The yield is 0.560. (4) The reactants are [Cl:1][C:2]1[C:3]([CH2:8][NH:9][C:10]([C@H:12]2[CH2:17][N:16]([C:18]([O:20][CH2:21][C:22]3[CH:27]=[CH:26][CH:25]=[CH:24][CH:23]=3)=[O:19])[C@H:15]([CH2:28][OH:29])[CH2:14][CH2:13]2)=[O:11])=[N:4][CH:5]=[CH:6][N:7]=1.[C:30](Cl)(=[O:32])[CH3:31].N1C=CC=CC=1.[NH4+].[Cl-]. The catalyst is C(Cl)Cl. The product is [C:30]([O:29][CH2:28][C@@H:15]1[CH2:14][CH2:13][C@@H:12]([C:10](=[O:11])[NH:9][CH2:8][C:3]2[C:2]([Cl:1])=[N:7][CH:6]=[CH:5][N:4]=2)[CH2:17][N:16]1[C:18]([O:20][CH2:21][C:22]1[CH:23]=[CH:24][CH:25]=[CH:26][CH:27]=1)=[O:19])(=[O:32])[CH3:31]. The yield is 0.436. (5) The reactants are [Br:1][C:2]1[C:3]2[CH2:4][C@@H:5]3[CH2:14][NH:13][CH2:12][CH2:11][N:6]3[C:7]=2[CH:8]=[CH:9][CH:10]=1.Br[CH2:16][C:17]([O:19][CH3:20])=[O:18].C(=O)([O-])[O-].[K+].[K+]. The catalyst is C(#N)C. The product is [CH3:20][O:19][C:17](=[O:18])[CH2:16][N:13]1[CH2:12][CH2:11][N:6]2[C:7]3[CH:8]=[CH:9][CH:10]=[C:2]([Br:1])[C:3]=3[CH2:4][C@@H:5]2[CH2:14]1. The yield is 0.630. (6) The reactants are [CH3:1][S:2](Cl)(=[O:4])=[O:3].[C:6]([O:10][C:11]([N:13]1[CH2:18][CH2:17][C:16]([CH:21]2[CH2:26][CH2:25][CH2:24][CH2:23][CH2:22]2)([CH2:19][OH:20])[CH2:15][CH2:14]1)=[O:12])([CH3:9])([CH3:8])[CH3:7].C(N(CC)CC)C. The catalyst is ClCCl. The product is [C:6]([O:10][C:11]([N:13]1[CH2:14][CH2:15][C:16]([CH:21]2[CH2:22][CH2:23][CH2:24][CH2:25][CH2:26]2)([CH2:19][O:20][S:2]([CH3:1])(=[O:4])=[O:3])[CH2:17][CH2:18]1)=[O:12])([CH3:9])([CH3:7])[CH3:8]. The yield is 1.00. (7) The reactants are [Br:1][C:2]1[CH:3]=[CH:4][C:5]([O:9][CH3:10])=[C:6]([OH:8])[CH:7]=1.C(N(CC)CC)C.[Si:18](Cl)([C:21]([CH3:24])([CH3:23])[CH3:22])([CH3:20])[CH3:19]. The catalyst is C(Cl)Cl.CN(C)C1C=CN=CC=1. The product is [Br:1][C:2]1[CH:3]=[CH:4][C:5]([O:9][CH3:10])=[C:6]([CH:7]=1)[O:8][Si:18]([C:21]([CH3:24])([CH3:23])[CH3:22])([CH3:20])[CH3:19]. The yield is 1.00. (8) The reactants are I[C:2]1[C:10]2[C:5](=[N:6][CH:7]=[N:8][C:9]=2[NH2:11])[N:4]([C@H:12]2[CH2:17][CH2:16][C@@H:15]([N:18]3[CH2:23][CH2:22][N:21]([CH3:24])[CH2:20][CH2:19]3)[CH2:14][CH2:13]2)[N:3]=1.[CH2:25]([O:32][C:33]1[CH:38]=[CH:37][C:36](B(O)O)=[CH:35][CH:34]=1)[C:26]1[CH:31]=[CH:30][CH:29]=[CH:28][CH:27]=1.C(=O)([O-])[O-].[Na+].[Na+]. The catalyst is COCCOC.O.C1C=CC([P]([Pd]([P](C2C=CC=CC=2)(C2C=CC=CC=2)C2C=CC=CC=2)([P](C2C=CC=CC=2)(C2C=CC=CC=2)C2C=CC=CC=2)[P](C2C=CC=CC=2)(C2C=CC=CC=2)C2C=CC=CC=2)(C2C=CC=CC=2)C2C=CC=CC=2)=CC=1. The product is [CH2:25]([O:32][C:33]1[CH:38]=[CH:37][C:36]([C:2]2[C:10]3[C:5](=[N:6][CH:7]=[N:8][C:9]=3[NH2:11])[N:4]([C@H:12]3[CH2:17][CH2:16][C@@H:15]([N:18]4[CH2:23][CH2:22][N:21]([CH3:24])[CH2:20][CH2:19]4)[CH2:14][CH2:13]3)[N:3]=2)=[CH:35][CH:34]=1)[C:26]1[CH:31]=[CH:30][CH:29]=[CH:28][CH:27]=1. The yield is 0.770. (9) The reactants are [S:1]1[CH:5]=[CH:4][CH:3]=[C:2]1[S:6]([NH:9][C:10]1[CH:11]=[CH:12][CH:13]=[C:14]2[C:18]=1[NH:17][C:16]([C:19]1[S:20][CH:21]([CH2:24][C:25]([OH:27])=O)[CH2:22][N:23]=1)=[CH:15]2)(=[O:8])=[O:7].C[N:29](C)C=O.Cl.CN(C)CCCN=C=NCC. The catalyst is C(OCC)(=O)C. The product is [S:1]1[CH:5]=[CH:4][CH:3]=[C:2]1[S:6]([NH:9][C:10]1[CH:11]=[CH:12][CH:13]=[C:14]2[C:18]=1[NH:17][C:16]([C:19]1[S:20][CH:21]([CH2:24][C:25]([NH2:29])=[O:27])[CH2:22][N:23]=1)=[CH:15]2)(=[O:7])=[O:8]. The yield is 0.770. (10) The yield is 0.940. The product is [Cl:1][C:2]1[CH:3]=[C:4]([NH:9][C:10]2[CH:19]=[CH:13][N:12]([CH2:17][CH3:16])[N:11]=2)[C:5](=[O:8])[N:6]([CH3:20])[N:7]=1. The reactants are [Cl:1][C:2]1[CH:3]=[C:4]([NH:9][C:10]2[CH:19]=[C:13]3CN(C)[CH2:16][CH2:17][N:12]3[N:11]=2)[C:5](=[O:8])[NH:6][N:7]=1.[CH2:20](N1C=CC(N)=N1)C.BrC1C(=O)NN=C(Cl)C=1. No catalyst specified.